From a dataset of Forward reaction prediction with 1.9M reactions from USPTO patents (1976-2016). Predict the product of the given reaction. (1) Given the reactants [CH3:1][O:2][C:3]1[CH:4]=[C:5]2[C:10](=[CH:11][C:12]=1[O:13][CH2:14][CH2:15][CH2:16][N:17]1[CH2:21][CH2:20][CH2:19][CH2:18]1)[N:9]=[CH:8][C:7]([C:22]#[N:23])=[C:6]2[CH3:24].N1([C:30]([C:32]2[C:33]([CH3:38])=[N:34][CH:35]=[CH:36][CH:37]=2)=O)C=CN=C1.[Li+].C[Si]([N-:44][Si](C)(C)C)(C)C.C([O-])(=O)C.[NH4+], predict the reaction product. The product is: [CH3:1][O:2][C:3]1[C:12]([O:13][CH2:14][CH2:15][CH2:16][N:17]2[CH2:21][CH2:20][CH2:19][CH2:18]2)=[CH:11][C:10]2[N:9]=[CH:8][C:7]3[C:6]([C:5]=2[CH:4]=1)=[CH:24][C:30]([C:32]1[C:33]([CH3:38])=[N:34][CH:35]=[CH:36][CH:37]=1)=[N:23][C:22]=3[NH2:44]. (2) Given the reactants [CH2:1]([C@:8]12[CH2:18]C=C(C3C=CC=CC=3)[CH2:15][C@H:14]1[CH2:13][CH2:12][CH2:11][C:10]1[CH:25]=[C:26]([O:29][S:30]([C:33]([F:36])([F:35])[F:34])(=[O:32])=[O:31])[CH:27]=[CH:28][C:9]2=1)[C:2]1[CH:7]=[CH:6][CH:5]=[CH:4][CH:3]=1.[CH2:37]([C@@:44]12[CH2:54]C=C(C3C=CC=CC=3)[CH2:51][C@@H:50]1[CH2:49][CH2:48][CH2:47][C:46]1[CH:61]=[C:62]([O:65][S:66]([C:69]([F:72])([F:71])[F:70])(=[O:68])=[O:67])[CH:63]=[CH:64][C:45]2=1)[C:38]1[CH:43]=[CH:42][CH:41]=[CH:40][CH:39]=1.C(O)(C)(C)C.C[N+]1([O-])CCOCC1.[O:86]1[CH2:91][CH2:90][O:89]CC1, predict the reaction product. The product is: [CH2:1]([C@:8]12[CH2:18][C@H:91]([OH:86])[C@@:90]([OH:89])([C:38]3[CH:43]=[CH:42][CH:41]=[CH:40][CH:39]=3)[CH2:15][C@H:14]1[CH2:13][CH2:12][CH2:11][C:10]1[CH:25]=[C:26]([O:29][S:30]([C:33]([F:36])([F:34])[F:35])(=[O:31])=[O:32])[CH:27]=[CH:28][C:9]2=1)[C:2]1[CH:7]=[CH:6][CH:5]=[CH:4][CH:3]=1.[CH2:37]([C@@:44]12[CH2:54][C@@H:91]([OH:86])[C@:90]([OH:89])([C:2]3[CH:7]=[CH:6][CH:5]=[CH:4][CH:3]=3)[CH2:51][C@@H:50]1[CH2:49][CH2:48][CH2:47][C:46]1[CH:61]=[C:62]([O:65][S:66]([C:69]([F:72])([F:70])[F:71])(=[O:67])=[O:68])[CH:63]=[CH:64][C:45]2=1)[C:38]1[CH:43]=[CH:42][CH:41]=[CH:40][CH:39]=1. (3) Given the reactants [NH2:1][C:2]1[CH:3]=[C:4]([C:8]#[C:9][C:10]2[C:11]([NH:16][C:17]3[CH:22]=[CH:21][C:20]([O:23][CH2:24][C:25]4[CH:30]=[CH:29][CH:28]=[C:27]([F:31])[CH:26]=4)=[C:19]([Cl:32])[CH:18]=3)=[N:12][CH:13]=[N:14][CH:15]=2)[CH:5]=[CH:6][CH:7]=1.[C:33](OC(=O)C)(=[O:35])[CH3:34], predict the reaction product. The product is: [Cl:32][C:19]1[CH:18]=[C:17]([NH:16][C:11]2[C:10]([C:9]#[C:8][C:4]3[CH:3]=[C:2]([NH:1][C:33](=[O:35])[CH3:34])[CH:7]=[CH:6][CH:5]=3)=[CH:15][N:14]=[CH:13][N:12]=2)[CH:22]=[CH:21][C:20]=1[O:23][CH2:24][C:25]1[CH:30]=[CH:29][CH:28]=[C:27]([F:31])[CH:26]=1.